Predict the product of the given reaction. From a dataset of Forward reaction prediction with 1.9M reactions from USPTO patents (1976-2016). (1) Given the reactants Br[CH2:2][C:3]1[N:7]([CH3:8])[N:6]([CH:9]2[CH2:14][CH2:13][CH2:12][CH2:11][CH2:10]2)[C:5](=[O:15])[C:4]=1[Cl:16].Cl.[Cl:18][C:19]1[CH:20]=[CH:21][C:22]([O:31][CH3:32])=[C:23]([N:25]2[CH2:30][CH2:29][NH:28][CH2:27][CH2:26]2)[CH:24]=1.C(=O)([O-])[O-].[K+].[K+], predict the reaction product. The product is: [Cl:16][C:4]1[C:5](=[O:15])[N:6]([CH:9]2[CH2:14][CH2:13][CH2:12][CH2:11][CH2:10]2)[N:7]([CH3:8])[C:3]=1[CH2:2][N:28]1[CH2:27][CH2:26][N:25]([C:23]2[CH:24]=[C:19]([Cl:18])[CH:20]=[CH:21][C:22]=2[O:31][CH3:32])[CH2:30][CH2:29]1. (2) Given the reactants [H-].[Na+].CS([C:6]1[N:7]([C:17]2[CH:22]=[CH:21][C:20]([O:23][CH2:24][C:25]([F:28])([F:27])[F:26])=[CH:19][CH:18]=2)[C:8](=[O:16])[C:9]2[CH2:14][C:13](=[O:15])[NH:12][C:10]=2[N:11]=1)=O, predict the reaction product. The product is: [CH3:10][CH:9]([CH3:14])[CH2:8][O:16][C:6]1[N:7]([C:17]2[CH:22]=[CH:21][C:20]([O:23][CH2:24][C:25]([F:28])([F:27])[F:26])=[CH:19][CH:18]=2)[C:8](=[O:16])[C:9]2[CH2:14][C:13](=[O:15])[NH:12][C:10]=2[N:11]=1. (3) Given the reactants C(NC(C)C)(C)C.C([Li])CCC.CCCCCC.[CH:19]1([C:24]([O:26][CH2:27][CH3:28])=[O:25])[CH2:23][CH2:22][CH2:21][CH2:20]1.[Br:29][CH2:30][CH2:31]Br, predict the reaction product. The product is: [Br:29][CH2:30][CH2:31][C:19]1([C:24]([O:26][CH2:27][CH3:28])=[O:25])[CH2:23][CH2:22][CH2:21][CH2:20]1. (4) Given the reactants [CH3:1][NH:2][C:3]1[CH:10]=[CH:9][C:6]([O:7]C)=[CH:5][CH:4]=1.[BrH:11], predict the reaction product. The product is: [BrH:11].[CH3:1][NH:2][C:3]1[CH:10]=[CH:9][C:6]([OH:7])=[CH:5][CH:4]=1. (5) The product is: [CH:27]1([C:30]([NH:1][C:2]2[CH:7]=[C:6]([C:8]3[C:9]([C:20]4[CH:21]=[CH:22][C:23]([F:26])=[CH:24][CH:25]=4)=[N:10][N:11]([C:13]4[CH2:18][CH2:17][C:16](=[O:19])[NH:15][N:14]=4)[CH:12]=3)[CH:5]=[CH:4][N:3]=2)=[O:31])[CH2:29][CH2:28]1. Given the reactants [NH2:1][C:2]1[CH:7]=[C:6]([C:8]2[C:9]([C:20]3[CH:25]=[CH:24][C:23]([F:26])=[CH:22][CH:21]=3)=[N:10][N:11]([C:13]3[CH2:18][CH2:17][C:16](=[O:19])[NH:15][N:14]=3)[CH:12]=2)[CH:5]=[CH:4][N:3]=1.[CH:27]1([C:30](Cl)=[O:31])[CH2:29][CH2:28]1, predict the reaction product. (6) Given the reactants [C:1]([O:5][C:6]([NH:8][CH2:9][CH2:10][CH2:11][O:12][C:13]1[CH:21]=[C:20]([S:22][CH3:23])[CH:19]=[CH:18][C:14]=1[C:15]([OH:17])=O)=[O:7])([CH3:4])([CH3:3])[CH3:2].[NH2:24][C:25]1[C:26]([C:31]([NH:33][C:34]2[CH:39]=[CH:38][C:37]([Cl:40])=[CH:36][N:35]=2)=[O:32])=[N:27][CH:28]=[CH:29][CH:30]=1, predict the reaction product. The product is: [C:1]([O:5][C:6]([NH:8][CH2:9][CH2:10][CH2:11][O:12][C:13]1[CH:21]=[C:20]([S:22][CH3:23])[CH:19]=[CH:18][C:14]=1[C:15]([NH:24][C:25]1[C:26]([C:31]([NH:33][C:34]2[CH:39]=[CH:38][C:37]([Cl:40])=[CH:36][N:35]=2)=[O:32])=[N:27][CH:28]=[CH:29][CH:30]=1)=[O:17])=[O:7])([CH3:2])([CH3:3])[CH3:4].